Dataset: Forward reaction prediction with 1.9M reactions from USPTO patents (1976-2016). Task: Predict the product of the given reaction. (1) Given the reactants B([C:4]1[CH:8]=[C:7]([CH3:9])[S:6][C:5]=1[S:10]([N:13]([C:20]1[C:24]([CH3:25])=[C:23]([CH3:26])[O:22][N:21]=1)[CH2:14][O:15][CH2:16][CH2:17][O:18][CH3:19])(=[O:12])=[O:11])(O)O.[CH2:27]([O:29][C:30](=[O:42])[C:31]1[CH:36]=[CH:35][C:34](Br)=[C:33]([CH2:38][O:39][CH2:40][CH3:41])[CH:32]=1)[CH3:28].C(=O)([O-])[O-].[Na+].[Na+], predict the reaction product. The product is: [CH2:27]([O:29][C:30](=[O:42])[C:31]1[CH:36]=[CH:35][C:34]([C:4]2[CH:8]=[C:7]([CH3:9])[S:6][C:5]=2[S:10](=[O:12])(=[O:11])[N:13]([C:20]2[C:24]([CH3:25])=[C:23]([CH3:26])[O:22][N:21]=2)[CH2:14][O:15][CH2:16][CH2:17][O:18][CH3:19])=[C:33]([CH2:38][O:39][CH2:40][CH3:41])[CH:32]=1)[CH3:28]. (2) Given the reactants [CH2:1]([O:3][C:4]1[CH:9]=[CH:8][CH:7]=[C:6]([O:10][CH2:11][CH2:12][O:13][CH2:14][CH2:15][O:16][CH2:17][CH2:18][O:19][C:20]2[CH:25]=[CH:24][CH:23]=[C:22]([O:26][CH2:27][CH3:28])[C:21]=2[C:29]([C:31]2[CH:32]=[CH:33][C:34]3[N:35]([CH2:54][CH3:55])[C:36]4[C:41]([C:42]=3[CH:43]=2)=[CH:40][C:39]([C:44]([C:47]2[CH:52]=[CH:51][CH:50]=[CH:49][C:48]=2[CH3:53])=[N:45][OH:46])=[CH:38][CH:37]=4)=[O:30])[C:5]=1[C:56]([C:58]1[CH:59]=[CH:60][C:61]2[N:62]([CH2:81][CH3:82])[C:63]3[C:68]([C:69]=2[CH:70]=1)=[CH:67][C:66]([C:71]([C:74]1[CH:79]=[CH:78][CH:77]=[CH:76][C:75]=1[CH3:80])=[N:72][OH:73])=[CH:65][CH:64]=3)=[O:57])[CH3:2].C(N(CC)CC)C.[C:90](Cl)(=[O:92])[CH3:91].C1C[O:97][CH2:96][CH2:95]1, predict the reaction product. The product is: [C:90]([O:46][N:45]=[C:44]([C:39]1[CH:38]=[CH:37][C:36]2[N:35]([CH2:54][CH3:55])[C:34]3[C:42]([C:41]=2[CH:40]=1)=[CH:43][C:31]([C:29](=[O:30])[C:21]1[C:22]([O:26][CH2:27][CH3:28])=[CH:23][CH:24]=[CH:25][C:20]=1[O:19][CH2:18][CH2:17][O:16][CH2:15][CH2:14][O:13][CH2:12][CH2:11][O:10][C:6]1[CH:7]=[CH:8][CH:9]=[C:4]([O:3][CH2:1][CH3:2])[C:5]=1[C:56]([C:58]1[CH:59]=[CH:60][C:61]2[N:62]([CH2:81][CH3:82])[C:63]4[C:68]([C:69]=2[CH:70]=1)=[CH:67][C:66]([C:71]([C:74]1[CH:79]=[CH:78][CH:77]=[CH:76][C:75]=1[CH3:80])=[N:72][O:73][C:96](=[O:97])[CH3:95])=[CH:65][CH:64]=4)=[O:57])=[CH:32][CH:33]=3)[C:47]1[CH:52]=[CH:51][CH:50]=[CH:49][C:48]=1[CH3:53])(=[O:92])[CH3:91]. (3) Given the reactants Br[C:2]1[CH:3]=[C:4]([CH:18]=[CH:19][C:20]=1[F:21])[CH2:5][N:6]([CH:15]([CH3:17])[CH3:16])[C:7]([C:9]1[N:13]=[CH:12][N:11]([CH3:14])[N:10]=1)=[O:8].[CH3:22][O:23][C:24]([C:26]1[CH:27]=[C:28](B(O)O)[CH:29]=[CH:30][CH:31]=1)=[O:25].C(=O)([O-])[O-].[Cs+].[Cs+].C1(C)C=CC=CC=1.C(O)C.O, predict the reaction product. The product is: [F:21][C:20]1[CH:19]=[CH:18][C:4]([CH2:5][N:6]([C:7]([C:9]2[N:13]=[CH:12][N:11]([CH3:14])[N:10]=2)=[O:8])[CH:15]([CH3:17])[CH3:16])=[CH:3][C:2]=1[C:30]1[CH:29]=[CH:28][CH:27]=[C:26]([C:24]([O:23][CH3:22])=[O:25])[CH:31]=1. (4) Given the reactants C([O:4][C@@H:5]1[C@@H:10]([O:11]C(=O)C)[C@H:9]([O:15]C(=O)C)[C@@H:8]([CH2:19][O:20]C(=O)C)[O:7][C@H:6]1[O:24][C:25]1[C:29]([CH2:30][C:31]2[CH:36]=[CH:35][C:34]([O:37][CH2:38][CH2:39][CH2:40]O)=[CH:33][CH:32]=2)=[C:28]([CH:42]([CH3:44])[CH3:43])[NH:27][N:26]=1)(=O)C.[CH2:45]([OH:52])[C:46]([NH2:51])([CH2:49][OH:50])[CH2:47][OH:48].NC(C)(C)CO, predict the reaction product. The product is: [C@@H:6]1([O:24][C:25]2[C:29]([CH2:30][C:31]3[CH:36]=[CH:35][C:34]([O:37][CH2:38][CH2:39][CH2:40][NH:51][C:46]([CH2:49][OH:50])([CH2:47][OH:48])[CH2:45][OH:52])=[CH:33][CH:32]=3)=[C:28]([CH:42]([CH3:44])[CH3:43])[NH:27][N:26]=2)[O:7][C@H:8]([CH2:19][OH:20])[C@@H:9]([OH:15])[C@H:10]([OH:11])[C@H:5]1[OH:4]. (5) The product is: [CH2:21]([NH:22][CH2:6][CH2:7][C:8]1[CH:13]=[CH:12][CH:11]=[CH:10][C:9]=1[Br:14])[C:15]1[CH:20]=[CH:19][CH:18]=[CH:17][CH:16]=1. Given the reactants CS(O[CH2:6][CH2:7][C:8]1[CH:13]=[CH:12][CH:11]=[CH:10][C:9]=1[Br:14])(=O)=O.[C:15]1([CH2:21][NH2:22])[CH:20]=[CH:19][CH:18]=[CH:17][CH:16]=1.C(=O)([O-])[O-].[K+].[K+].O1CCCC1, predict the reaction product. (6) Given the reactants C(C1C=C(OC)C(F)=C(C=1)C=O)C.[CH2:14]([O:16][C:17]1[C:18]([F:29])=[C:19]([CH:25]([OH:28])[C:26]#[N:27])[CH:20]=[C:21]([CH2:23][CH3:24])[CH:22]=1)C, predict the reaction product. The product is: [CH2:23]([C:21]1[CH:22]=[C:17]([O:16][CH3:14])[C:18]([F:29])=[C:19]([CH:25]([OH:28])[C:26]#[N:27])[CH:20]=1)[CH3:24]. (7) Given the reactants [H-].[Na+].[CH3:3][O:4][CH:5]([O:16][CH3:17])[C:6]1[CH:11]=[CH:10][N:9]=[C:8](S(C)(=O)=O)[N:7]=1.[CH2:18]([O:20][CH2:21][CH2:22][OH:23])[CH3:19], predict the reaction product. The product is: [CH3:3][O:4][CH:5]([O:16][CH3:17])[C:6]1[CH:11]=[CH:10][N:9]=[C:8]([O:23][CH2:22][CH2:21][O:20][CH2:18][CH3:19])[N:7]=1. (8) Given the reactants [CH2:1]([O:8][C:9]1[CH:38]=[CH:37][C:12]2[C:13]3[N:17]([CH2:18][CH2:19][C:20](=[O:21])[C:11]=2[CH:10]=1)[C:16]1[N:22]=[C:23]([C:26]([O:28]CC)=[O:27])[CH:24]=[CH:25][C:15]=1[C:14]=3[CH:31]1[CH2:36][CH2:35][CH2:34][CH2:33][CH2:32]1)[C:2]1[CH:7]=[CH:6][CH:5]=[CH:4][CH:3]=1.[OH-].[Na+].Cl, predict the reaction product. The product is: [CH2:1]([O:8][C:9]1[CH:38]=[CH:37][C:12]2[C:13]3[N:17]([CH2:18][CH2:19][C:20](=[O:21])[C:11]=2[CH:10]=1)[C:16]1[N:22]=[C:23]([C:26]([OH:28])=[O:27])[CH:24]=[CH:25][C:15]=1[C:14]=3[CH:31]1[CH2:36][CH2:35][CH2:34][CH2:33][CH2:32]1)[C:2]1[CH:3]=[CH:4][CH:5]=[CH:6][CH:7]=1.